The task is: Predict the reaction yield, written as a fraction of the theoretical maximum amount of product (1.0 means a 100% yield; for example, 0.34 means a 34% yield).. This data is from Reaction yield outcomes from USPTO patents with 853,638 reactions. (1) The yield is 0.628. The product is [Si:11]([O:18][C@@H:19]1[C:23](=[O:24])[CH2:22][N:21]([C:25](=[O:53])[CH2:26][O:27][C:28]2[CH:52]=[CH:51][C:31]([CH2:32][NH:33][C:34]([C:36]3[CH:37]=[CH:38][C:39]([CH2:40][NH:41][C:42](=[O:48])[O:43][C:44]([CH3:46])([CH3:47])[CH3:45])=[CH:49][CH:50]=3)=[O:35])=[CH:30][CH:29]=2)[CH2:20]1)([C:14]([CH3:15])([CH3:16])[CH3:17])([CH3:13])[CH3:12]. The catalyst is C1COCC1.O. The reactants are C(Cl)(=O)C(Cl)=O.CS(C)=O.[Si:11]([O:18][C@@H:19]1[C@@H:23]([OH:24])[CH2:22][N:21]([C:25](=[O:53])[CH2:26][O:27][C:28]2[CH:52]=[CH:51][C:31]([CH2:32][NH:33][C:34]([C:36]3[CH:50]=[CH:49][C:39]([CH2:40][NH:41][C:42](=[O:48])[O:43][C:44]([CH3:47])([CH3:46])[CH3:45])=[CH:38][CH:37]=3)=[O:35])=[CH:30][CH:29]=2)[CH2:20]1)([C:14]([CH3:17])([CH3:16])[CH3:15])([CH3:13])[CH3:12].C(N(CC)CC)C. (2) The reactants are C[C:2]([CH3:5])([O-:4])C.[K+].[N+:7]([C:10]1[CH:11]=[N:12][CH:13]=[CH:14][CH:15]=1)([O-:9])=[O:8].Cl[CH2:17][C:18](OC)=[O:19].[Cl-].[NH4+]. The catalyst is C1COCC1. The product is [N+:7]([C:10]1[CH:11]=[N:12][CH:13]=[CH:14][C:15]=1[CH2:17][C:18]([O:4][CH2:2][CH3:5])=[O:19])([O-:9])=[O:8]. The yield is 0.450. (3) The reactants are Cl.[Cl:2][C:3]1[CH:4]=[C:5]([C:10]2[S:14][CH:13]=[C:12]([C:15](=[N:17][NH:18][C:19]([C:21]3[S:22][C:23]([C:26]([N:28]4[CH2:33][CH2:32][N:31]([CH:34]([CH3:36])[CH3:35])[CH2:30][CH2:29]4)=[O:27])=[CH:24][CH:25]=3)=[O:20])[CH3:16])[C:11]=2[OH:37])[CH:6]=[CH:7][C:8]=1[Cl:9].[OH-].[K+]. The catalyst is CO. The product is [Cl:2][C:3]1[CH:4]=[C:5]([C:10]2[S:14][CH:13]=[C:12]([C:15](=[N:17][NH:18][C:19]([C:21]3[S:22][C:23]([C:26]([N:28]4[CH2:29][CH2:30][N:31]([CH:34]([CH3:35])[CH3:36])[CH2:32][CH2:33]4)=[O:27])=[CH:24][CH:25]=3)=[O:20])[CH3:16])[C:11]=2[OH:37])[CH:6]=[CH:7][C:8]=1[Cl:9]. The yield is 1.00. (4) The reactants are [OH:1][C:2]1[CH:3]=[CH:4][CH:5]=[C:6]2[C:11]=1[N:10]=[CH:9][CH:8]=[CH:7]2.FC(F)(F)C(O)=O.[CH3:19][C:20]1[CH:25]=[CH:24][C:23]([CH3:26])=[CH:22][C:21]=1B(O)O.[O-]S(OOS([O-])(=O)=O)(=O)=O.[K+].[K+]. The catalyst is ClCCl.O.[N+]([O-])([O-])=O.[Ag+]. The product is [CH3:19][C:20]1[CH:25]=[CH:24][C:23]([CH3:26])=[CH:22][C:21]=1[C:9]1[CH:8]=[CH:7][C:6]2[C:11](=[C:2]([OH:1])[CH:3]=[CH:4][CH:5]=2)[N:10]=1. The yield is 0.290.